This data is from Full USPTO retrosynthesis dataset with 1.9M reactions from patents (1976-2016). The task is: Predict the reactants needed to synthesize the given product. (1) Given the product [OH:22][C:11]([C:12]1[CH:17]=[CH:18][CH:19]=[CH:14][CH:13]=1)([C:10]1[CH:9]=[CH:8][CH:7]=[CH:6][N:5]=1)[CH2:46][C:45]([O:36][C:29]([CH3:30])([CH3:37])[CH3:24])=[O:44], predict the reactants needed to synthesize it. The reactants are: C=C[C@@H]1[C@@H:8]2[CH2:9][C@H:10]([C@@H:11]([OH:22])[C:12]3[CH:13]=[CH:14]N=C4C=C[CH:19]=[CH:18][C:17]=34)[N:5]([CH2:6][CH2:7]2)C1.N1C=CC=C[CH:24]=1.[C:29]([C:37]1C=CC=CN=1)(=[O:36])[C:30]1C=CC=CC=1.Cl.[O:44]1CC[CH2:46][CH2:45]1. (2) Given the product [C:6]1([N:12]2[CH:16]=[C:15]([C:17]([OH:20])=[O:18])[CH:14]=[N:13]2)[CH:11]=[CH:10][CH:9]=[CH:8][CH:7]=1, predict the reactants needed to synthesize it. The reactants are: S(=O)(=O)(O)N.[C:6]1([N:12]2[CH:16]=[C:15]([CH:17]=[O:18])[CH:14]=[N:13]2)[CH:11]=[CH:10][CH:9]=[CH:8][CH:7]=1.Cl([O-])=[O:20].[Na+].